This data is from Full USPTO retrosynthesis dataset with 1.9M reactions from patents (1976-2016). The task is: Predict the reactants needed to synthesize the given product. (1) Given the product [Cl:1][C:2]1[CH:3]=[C:4]2[C:9](=[CH:10][CH:11]=1)[N:8]=[C:7]([O:12][CH3:13])[C:6]([NH:14][C:15]([N:31]1[CH2:30][CH2:29][N:28]([C:24]3[CH:25]=[CH:26][CH:27]=[C:22]([O:21][CH3:20])[CH:23]=3)[CH2:33][CH2:32]1)=[O:19])=[N:5]2, predict the reactants needed to synthesize it. The reactants are: [Cl:1][C:2]1[CH:3]=[C:4]2[C:9](=[CH:10][CH:11]=1)[N:8]=[C:7]([O:12][CH3:13])[C:6]([NH:14][C:15](=[O:19])OCC)=[N:5]2.[CH3:20][O:21][C:22]1[CH:23]=[C:24]([N:28]2[CH2:33][CH2:32][NH:31][CH2:30][CH2:29]2)[CH:25]=[CH:26][CH:27]=1. (2) Given the product [C:12]([NH:1][C:2]1[CH:3]=[CH:4][C:5]([CH2:8][C:9]([OH:11])=[O:10])=[CH:6][CH:7]=1)(=[O:14])[CH3:13], predict the reactants needed to synthesize it. The reactants are: [NH2:1][C:2]1[CH:7]=[CH:6][C:5]([CH2:8][C:9]([OH:11])=[O:10])=[CH:4][CH:3]=1.[C:12](OC(=O)C)(=[O:14])[CH3:13].O. (3) Given the product [Cl:36][C:30]1[CH:31]=[CH:32][CH:33]=[C:34]([Cl:35])[C:29]=1[C:28]([NH:27][C:24]1[CH:23]=[CH:22][C:21]([CH2:20][C@@H:19]([C:38]2[CH:43]=[CH:42][C:41]([O:44][CH3:45])=[C:40]([N:46]([C:51](=[O:56])[C:52]([CH3:53])([CH3:54])[CH3:55])[CH2:47][CH:48]([CH3:50])[CH3:49])[CH:39]=2)[C:18]([OH:59])=[O:57])=[CH:26][CH:25]=1)=[O:1], predict the reactants needed to synthesize it. The reactants are: [OH-:1].[Li+].OO.C([C@H]1COC(=O)N1[C:18](=[O:57])[C@H:19]([C:38]1[CH:43]=[CH:42][C:41]([O:44][CH3:45])=[C:40]([N:46]([C:51](=[O:56])[C:52]([CH3:55])([CH3:54])[CH3:53])[CH2:47][CH:48]([CH3:50])[CH3:49])[CH:39]=1)[CH2:20][C:21]1[CH:26]=[CH:25][C:24]([NH:27][C:28](=O)[C:29]2[C:34]([Cl:35])=[CH:33][CH:32]=[CH:31][C:30]=2[Cl:36])=[CH:23][CH:22]=1)C1C=CC=CC=1.S([O-])(O)=[O:59].[Na+].C(O)(=O)CC(CC(O)=O)(C(O)=O)O. (4) Given the product [C:1]([C:4]1[CH:16]=[CH:15][C:14]2[C:13]3[C:8](=[CH:9][CH:10]=[CH:11][CH:12]=3)[CH:7]([CH:18]=[O:20])[C:6]=2[CH:5]=1)([OH:3])=[O:2], predict the reactants needed to synthesize it. The reactants are: [C:1]([C:4]1[CH:16]=[CH:15][C:14]2[C:13]3[C:8](=[CH:9][CH:10]=[CH:11][CH:12]=3)[CH2:7][C:6]=2[CH:5]=1)([OH:3])=[O:2].C[C:18](C)([O-:20])C.[K+].C(OCC)=O. (5) Given the product [CH:1]1([CH2:4][O:5][C:6]2[CH:11]=[C:10]([NH:39][C:43](=[O:26])[O:49][C:45]([CH3:48])([CH3:47])[CH3:46])[C:9]([O:15][CH2:16][O:17][CH3:18])=[CH:8][N:7]=2)[CH2:2][CH2:3]1, predict the reactants needed to synthesize it. The reactants are: [CH:1]1([CH2:4][O:5][C:6]2[CH:11]=[C:10](C(O)=O)[C:9]([O:15][CH2:16][O:17][CH3:18])=[CH:8][N:7]=2)[CH2:3][CH2:2]1.C1(P(N=[N+]=[N-])(C2C=CC=CC=2)=[O:26])C=CC=CC=1.C([N:39]([CH2:43]C)C(C)C)(C)C.[C:45]([OH:49])([CH3:48])([CH3:47])[CH3:46]. (6) The reactants are: [CH2:1]1[CH:5]2[CH2:6][NH:7][CH2:8][CH:4]2[CH2:3][N:2]1[C:9]([C:11]1[CH:16]=[CH:15][CH:14]=[CH:13][C:12]=1[C:17]1[S:18][CH:19]=[CH:20][CH:21]=1)=[O:10].Cl[C:23]1[C:28]([C:29]([F:32])([F:31])[F:30])=[CH:27][CH:26]=[CH:25][N:24]=1. Given the product [S:18]1[CH:19]=[CH:20][CH:21]=[C:17]1[C:12]1[CH:13]=[CH:14][CH:15]=[CH:16][C:11]=1[C:9]([N:2]1[CH2:3][CH:4]2[CH:5]([CH2:6][N:7]([C:23]3[C:28]([C:29]([F:32])([F:31])[F:30])=[CH:27][CH:26]=[CH:25][N:24]=3)[CH2:8]2)[CH2:1]1)=[O:10], predict the reactants needed to synthesize it.